This data is from Full USPTO retrosynthesis dataset with 1.9M reactions from patents (1976-2016). The task is: Predict the reactants needed to synthesize the given product. (1) Given the product [CH3:50][O:51][C:52]1[CH:53]=[CH:54][C:55]([C:58]2[CH:63]=[CH:62][CH:61]=[C:60]([NH:64][C:23]([C:18]3[C:19](=[O:22])[O:20][C:21]4[C:16]([CH:17]=3)=[CH:15][CH:14]=[CH:13][C:12]=4[O:11][CH3:10])=[O:25])[CH:59]=2)=[CH:56][CH:57]=1, predict the reactants needed to synthesize it. The reactants are: CCN(C(C)C)C(C)C.[CH3:10][O:11][C:12]1[CH:13]=[CH:14][CH:15]=[C:16]2[C:21]=1[O:20][C:19](=[O:22])[C:18]([C:23]([OH:25])=O)=[CH:17]2.CN(C(ON1N=NC2C=CC=NC1=2)=[N+](C)C)C.F[P-](F)(F)(F)(F)F.[CH3:50][O:51][C:52]1[CH:57]=[CH:56][C:55]([C:58]2[CH:63]=[CH:62][CH:61]=[C:60]([NH2:64])[CH:59]=2)=[CH:54][CH:53]=1. (2) Given the product [CH3:14][N:12]=[S:10]([CH3:13])([C:7]1[CH:6]=[CH:5][C:4]([N+:1]([O-:3])=[O:2])=[CH:9][CH:8]=1)=[O:11], predict the reactants needed to synthesize it. The reactants are: [N+:1]([C:4]1[CH:9]=[CH:8][C:7]([S:10]([CH3:13])(=[NH:12])=[O:11])=[CH:6][CH:5]=1)([O-:3])=[O:2].[CH2:14]=O. (3) Given the product [C:92]([O:91][C:90]([NH:89][CH2:88][CH2:87][NH:86][C:66]([C:63]1[CH:64]=[CH:65][C:60]([C:58]2[C:57]([O:70][CH3:71])=[CH:56][CH:55]=[C:54]([CH2:53][C@H:52]([NH:51][C:49]([C@H:46]3[CH2:45][CH2:44][C@H:43]([CH2:42][NH:41][C:39](=[O:40])[O:38][C:34]([CH3:35])([CH3:36])[CH3:37])[CH2:48][CH2:47]3)=[O:50])[C:72](=[O:85])[NH:73][C:74]3[CH:75]=[CH:76][C:77]([C:80]4[N:81]=[N:82][NH:83][N:84]=4)=[CH:78][CH:79]=3)[CH:59]=2)=[C:61]([CH3:69])[CH:62]=1)=[O:67])=[O:96])([CH3:93])([CH3:95])[CH3:94], predict the reactants needed to synthesize it. The reactants are: F[P-](F)(F)(F)(F)F.CN(C(ON1C2=NC=CC=C2N=N1)=[N+](C)C)C.C(N(CC)C(C)C)(C)C.[C:34]([O:38][C:39]([NH:41][CH2:42][C@H:43]1[CH2:48][CH2:47][C@H:46]([C:49]([NH:51][C@H:52]([C:72](=[O:85])[NH:73][C:74]2[CH:79]=[CH:78][C:77]([C:80]3[N:81]=[N:82][NH:83][N:84]=3)=[CH:76][CH:75]=2)[CH2:53][C:54]2[CH:55]=[CH:56][C:57]([O:70][CH3:71])=[C:58]([C:60]3[CH:65]=[CH:64][C:63]([C:66](O)=[O:67])=[CH:62][C:61]=3[CH3:69])[CH:59]=2)=[O:50])[CH2:45][CH2:44]1)=[O:40])([CH3:37])([CH3:36])[CH3:35].[NH2:86][CH2:87][CH2:88][NH:89][C:90](=[O:96])[O:91][C:92]([CH3:95])([CH3:94])[CH3:93]. (4) Given the product [CH3:15][O:8][C:7]([C:3]1[S:4][CH:5]=[CH:6][C:2]=1[CH3:1])=[O:9], predict the reactants needed to synthesize it. The reactants are: [CH3:1][C:2]1[CH:6]=[CH:5][S:4][C:3]=1[C:7]([OH:9])=[O:8].S(=O)(=O)(O)O.[CH3:15]O. (5) Given the product [CH3:11][O:10][C:3]1[CH:4]=[CH:5][CH:6]=[C:7]([O:8][CH3:9])[C:2]=1[C:22](=[O:24])[CH2:23][CH:18]([CH3:17])[CH2:19][C:20]([O:21][CH3:12])=[O:25], predict the reactants needed to synthesize it. The reactants are: I[C:2]1[C:7]([O:8][CH3:9])=[CH:6][CH:5]=[CH:4][C:3]=1[O:10][CH3:11].[CH:12]([Mg]Cl)(C)C.[CH3:17][CH:18]1[CH2:23][C:22](=[O:24])[O:21][C:20](=[O:25])[CH2:19]1.Cl.[NH4+].[Cl-].C([O-])([O-])=O.[Cs+].[Cs+].IC. (6) Given the product [Br:15][C:16]1[CH:17]=[C:18]([N:19]2[CH2:9][CH:8]=[CH:7][CH2:6]2)[CH:20]=[CH:21][CH:22]=1, predict the reactants needed to synthesize it. The reactants are: CS(O[CH2:6]/[CH:7]=[CH:8]\[CH2:9]OS(C)(=O)=O)(=O)=O.[Br:15][C:16]1[CH:17]=[C:18]([CH:20]=[CH:21][CH:22]=1)[NH2:19].C(=O)([O-])[O-].[K+].[K+]. (7) Given the product [F:1][C:2]1[C:3]([C@@:8]23[O:16][CH2:15][O:14][C@@H:9]2[CH2:10][N:11]([C:21]([C:20]2[CH:24]=[CH:25][C:26]([F:27])=[C:18]([Cl:17])[CH:19]=2)=[O:22])[CH2:12][CH2:13]3)=[N:4][CH:5]=[CH:6][CH:7]=1, predict the reactants needed to synthesize it. The reactants are: [F:1][C:2]1[C:3]([C@@:8]23[O:16][CH2:15][O:14][C@@H:9]2[CH2:10][NH:11][CH2:12][CH2:13]3)=[N:4][CH:5]=[CH:6][CH:7]=1.[Cl:17][C:18]1[CH:19]=[C:20]([CH:24]=[CH:25][C:26]=1[F:27])[C:21](O)=[O:22].CN(C(ON1N=NC2C=CC=NC1=2)=[N+](C)C)C.F[P-](F)(F)(F)(F)F.C(N(CC)CC)C. (8) Given the product [OH:1][C:2]([CH3:35])([CH3:34])[CH2:3][O:4][C:5]1[CH:6]=[C:7]([CH:31]=[CH:32][CH:33]=1)[C:8]([NH:10][C:11]12[CH2:18][CH:17]3[CH2:16][CH:15]([CH2:14][C:13]([NH:21][C:22]([C:24]4[CH:29]=[N:28][CH:27]=[C:26]([CH3:30])[N:25]=4)=[O:23])([CH2:19]3)[CH2:12]1)[CH2:20]2)=[O:9], predict the reactants needed to synthesize it. The reactants are: [O:1]=[C:2]([CH3:34])[CH2:3][O:4][C:5]1[CH:6]=[C:7]([CH:31]=[CH:32][CH:33]=1)[C:8]([NH:10][C:11]12[CH2:20][CH:15]3[CH2:16][CH:17]([CH2:19][C:13]([NH:21][C:22]([C:24]4[CH:29]=[N:28][CH:27]=[C:26]([CH3:30])[N:25]=4)=[O:23])([CH2:14]3)[CH2:12]1)[CH2:18]2)=[O:9].[CH3:35][Mg+].[Br-]. (9) Given the product [F:33][C:20]1[C:21]([C:23]2[C:31]3[O:30][CH:29]=[CH:28][C:27]=3[C:26]([F:32])=[CH:25][CH:24]=2)=[CH:22][C:17]([NH:16][C:12]2[CH:11]=[C:10]([CH2:9][S:6]([CH3:8])(=[NH:5])=[O:7])[CH:15]=[CH:14][N:13]=2)=[N:18][CH:19]=1, predict the reactants needed to synthesize it. The reactants are: FC(F)(F)C([N:5]=[S:6]([CH2:9][C:10]1[CH:15]=[CH:14][N:13]=[C:12]([NH:16][C:17]2[CH:22]=[C:21]([C:23]3[C:31]4[O:30][CH:29]=[CH:28][C:27]=4[C:26]([F:32])=[CH:25][CH:24]=3)[C:20]([F:33])=[CH:19][N:18]=2)[CH:11]=1)([CH3:8])=[O:7])=O.CO.